This data is from Forward reaction prediction with 1.9M reactions from USPTO patents (1976-2016). The task is: Predict the product of the given reaction. Given the reactants Br[C:2]1[CH:7]=[CH:6][C:5]([CH:8]([N:12]2[CH2:26][CH2:25][C:15]3([O:20][CH2:19][C:18](=[O:21])[N:17]([CH:22]4[CH2:24][CH2:23]4)[CH2:16]3)[CH2:14][CH2:13]2)[C:9]([NH2:11])=[O:10])=[C:4]([F:27])[CH:3]=1.B1(B2OC(C)(C)C(C)(C)O2)OC(C)(C)C(C)(C)O1.C([O-])(=O)C.[K+].Cl[C:52]1[CH:61]=[C:60]2[C:55]([CH:56]=[CH:57][C:58]([OH:62])=[N:59]2)=[CH:54][CH:53]=1.C(=O)([O-])[O-].[K+].[K+], predict the reaction product. The product is: [CH:22]1([N:17]2[CH2:16][C:15]3([CH2:25][CH2:26][N:12]([CH:8]([C:5]4[CH:6]=[CH:7][C:2]([C:52]5[CH:61]=[C:60]6[C:55]([CH:56]=[CH:57][C:58]([OH:62])=[N:59]6)=[CH:54][CH:53]=5)=[CH:3][C:4]=4[F:27])[C:9]([NH2:11])=[O:10])[CH2:13][CH2:14]3)[O:20][CH2:19][C:18]2=[O:21])[CH2:24][CH2:23]1.